Dataset: Reaction yield outcomes from USPTO patents with 853,638 reactions. Task: Predict the reaction yield, written as a fraction of the theoretical maximum amount of product (1.0 means a 100% yield; for example, 0.34 means a 34% yield). (1) The reactants are [CH3:1][O:2][C:3]1[CH:4]=[C:5]([CH:11]([OH:16])[C:12]([O:14]C)=[O:13])[CH:6]=[CH:7][C:8]=1[O:9][CH3:10].[Li+].[OH-]. The catalyst is C1COCC1. The product is [CH3:1][O:2][C:3]1[CH:4]=[C:5]([CH:11]([OH:16])[C:12]([OH:14])=[O:13])[CH:6]=[CH:7][C:8]=1[O:9][CH3:10]. The yield is 1.00. (2) The reactants are OS(O)(=O)=O.[CH3:6][C:7]1[CH:8]=[CH:9][CH:10]=[C:11]2[C:16]=1[C:15](=[O:17])[NH:14][CH2:13][CH2:12]2.C1C(=O)N([Br:25])C(=O)C1. No catalyst specified. The product is [Br:25][C:8]1[C:7]([CH3:6])=[C:16]2[C:11]([CH2:12][CH2:13][NH:14][C:15]2=[O:17])=[CH:10][CH:9]=1. The yield is 0.420.